This data is from NCI-60 drug combinations with 297,098 pairs across 59 cell lines. The task is: Regression. Given two drug SMILES strings and cell line genomic features, predict the synergy score measuring deviation from expected non-interaction effect. (1) Drug 1: C1C(C(OC1N2C=NC3=C(N=C(N=C32)Cl)N)CO)O. Drug 2: CN1C2=C(C=C(C=C2)N(CCCl)CCCl)N=C1CCCC(=O)O.Cl. Cell line: ACHN. Synergy scores: CSS=39.2, Synergy_ZIP=2.42, Synergy_Bliss=8.52, Synergy_Loewe=-48.1, Synergy_HSA=1.70. (2) Drug 1: C1=C(C(=O)NC(=O)N1)N(CCCl)CCCl. Drug 2: C1CC(=O)NC(=O)C1N2C(=O)C3=CC=CC=C3C2=O. Cell line: 786-0. Synergy scores: CSS=22.3, Synergy_ZIP=1.66, Synergy_Bliss=3.61, Synergy_Loewe=-8.69, Synergy_HSA=2.74. (3) Drug 1: CC1=C(C(=O)C2=C(C1=O)N3CC4C(C3(C2COC(=O)N)OC)N4)N. Drug 2: CCC1(C2=C(COC1=O)C(=O)N3CC4=CC5=C(C=CC(=C5CN(C)C)O)N=C4C3=C2)O.Cl. Cell line: MDA-MB-435. Synergy scores: CSS=-6.30, Synergy_ZIP=7.59, Synergy_Bliss=9.59, Synergy_Loewe=-36.7, Synergy_HSA=-2.13. (4) Drug 1: C1=CC(=CC=C1CCCC(=O)O)N(CCCl)CCCl. Drug 2: C1CC(C1)(C(=O)O)C(=O)O.[NH2-].[NH2-].[Pt+2]. Cell line: MALME-3M. Synergy scores: CSS=26.7, Synergy_ZIP=-9.10, Synergy_Bliss=-2.24, Synergy_Loewe=-7.77, Synergy_HSA=1.32. (5) Drug 1: CCC1(CC2CC(C3=C(CCN(C2)C1)C4=CC=CC=C4N3)(C5=C(C=C6C(=C5)C78CCN9C7C(C=CC9)(C(C(C8N6C)(C(=O)OC)O)OC(=O)C)CC)OC)C(=O)OC)O.OS(=O)(=O)O. Drug 2: C1=CC=C(C=C1)NC(=O)CCCCCCC(=O)NO. Cell line: NCI-H322M. Synergy scores: CSS=1.47, Synergy_ZIP=2.88, Synergy_Bliss=5.06, Synergy_Loewe=-0.0346, Synergy_HSA=-0.178.